From a dataset of Forward reaction prediction with 1.9M reactions from USPTO patents (1976-2016). Predict the product of the given reaction. (1) Given the reactants [CH:1](=O)[CH3:2].[C:4]([O:8][C:9]([NH:11][CH:12]([NH:17][C:18]([O:20][C:21]([CH3:24])([CH3:23])[CH3:22])=[O:19])[CH:13]1[CH2:16][NH:15][CH2:14]1)=[O:10])([CH3:7])([CH3:6])[CH3:5], predict the reaction product. The product is: [C:21]([O:20][C:18]([NH:17][CH:12]([NH:11][C:9]([O:8][C:4]([CH3:7])([CH3:6])[CH3:5])=[O:10])[CH:13]1[CH2:14][N:15]([CH2:1][CH3:2])[CH2:16]1)=[O:19])([CH3:24])([CH3:23])[CH3:22]. (2) Given the reactants [CH3:1][N:2]([CH3:27])[C:3]([O:5][C:6]1[CH:7]=[C:8]2[C:13](=[CH:14][CH:15]=1)[C@@H:12]([CH2:16][CH2:17][O:18][C:19]1[CH:24]=[CH:23][C:22]([Cl:25])=[C:21]([CH3:26])[CH:20]=1)[NH:11][CH2:10][CH2:9]2)=[O:4].FC(F)(F)C(N)=O.C(=O)([O-])[O-].[K+].[K+].C(=O)([O-])O.[Na+], predict the reaction product. The product is: [CH3:27][N:2]([CH3:1])[C:3](=[O:4])[O:5][C:6]1[CH:7]=[C:8]2[C:13](=[CH:14][CH:15]=1)[C@@H:12]([CH2:16][CH2:17][O:18][C:19]1[CH:24]=[CH:23][C:22]([Cl:25])=[C:21]([CH3:26])[CH:20]=1)[NH:11][CH2:10][CH2:9]2. (3) Given the reactants [C:1]([O:4][C:5]([CH3:15])([CH2:8][CH2:9][CH2:10][CH:11]([CH3:14])[CH2:12][CH3:13])[C:6]#[CH:7])(=[O:3])[CH3:2].C(SCCO)CSCCO.[H][H], predict the reaction product. The product is: [C:1]([O:4][C:5]([CH3:15])([CH2:8][CH2:9][CH2:10][CH:11]([CH3:14])[CH2:12][CH3:13])[CH:6]=[CH2:7])(=[O:3])[CH3:2]. (4) Given the reactants [CH3:1][CH:2]([C@H:4]([NH:8][C:9]([O:11]C(C)(C)C)=O)[C:5]([OH:7])=[O:6])[CH3:3].C1CCC(N=C=NC2CCCCC2)CC1.C(O)(C(F)(F)F)=O.[CH3:38][CH:39]([C@H:41]([NH2:60])C(OCCOCN1C2NC(N)=NC(=O)C=2N=C1)=O)[CH3:40], predict the reaction product. The product is: [CH3:38][CH:39]([C@H:41]([NH2:60])[C:9]([NH:8][C@H:4]([C:5]([OH:7])=[O:6])[CH:2]([CH3:1])[CH3:3])=[O:11])[CH3:40]. (5) Given the reactants [NH2:1][C@H:2]([C:4]1[CH:12]=[CH:11][C:7]([C:8]([OH:10])=[O:9])=[C:6]([F:13])[CH:5]=1)[CH3:3].[C:14](O[C:14]([O:16][C:17]([CH3:20])([CH3:19])[CH3:18])=[O:15])([O:16][C:17]([CH3:20])([CH3:19])[CH3:18])=[O:15].C(=O)([O-])[O-].[Na+].[Na+], predict the reaction product. The product is: [C:17]([O:16][C:14]([NH:1][C@H:2]([C:4]1[CH:12]=[CH:11][C:7]([C:8]([OH:10])=[O:9])=[C:6]([F:13])[CH:5]=1)[CH3:3])=[O:15])([CH3:20])([CH3:19])[CH3:18]. (6) The product is: [F:8][C:6]1[CH:5]=[C:4]([S:9]([NH2:12])(=[O:11])=[O:10])[CH:3]=[C:2]([B:13]2[O:17][C:16]([CH3:19])([CH3:18])[C:15]([CH3:21])([CH3:20])[O:14]2)[CH:7]=1. Given the reactants Br[C:2]1[CH:3]=[C:4]([S:9]([NH2:12])(=[O:11])=[O:10])[CH:5]=[C:6]([F:8])[CH:7]=1.[B:13]1([B:13]2[O:17][C:16]([CH3:19])([CH3:18])[C:15]([CH3:21])([CH3:20])[O:14]2)[O:17][C:16]([CH3:19])([CH3:18])[C:15]([CH3:21])([CH3:20])[O:14]1.CC([O-])=O.[K+], predict the reaction product. (7) Given the reactants [CH2:1]([O:8][N:9]=[C:10]1[CH2:14][N:13]([C:15]([O:17]C(C)(C)C)=O)[C@H:12]([C:22]([OH:24])=O)[CH2:11]1)[C:2]1[CH:7]=[CH:6][CH:5]=[CH:4][CH:3]=1.[C:25]([C:27]1[CH:35]=[CH:34][C:30](C(Cl)=O)=[CH:29][CH:28]=1)#[N:26].[N:36]1[S:37][N:38]=[C:39]2[C:44]([NH2:45])=[CH:43][CH:42]=[CH:41][C:40]=12, predict the reaction product. The product is: [N:36]1[S:37][N:38]=[C:39]2[C:44]([NH:45][C:22]([C@@H:12]3[CH2:11][C:10](=[N:9][O:8][CH2:1][C:2]4[CH:3]=[CH:4][CH:5]=[CH:6][CH:7]=4)[CH2:14][N:13]3[C:15](=[O:17])[C:30]3[CH:29]=[CH:28][C:27]([C:25]#[N:26])=[CH:35][CH:34]=3)=[O:24])=[CH:43][CH:42]=[CH:41][C:40]=12. (8) Given the reactants C(N(CC)CC)C.[CH:8]([C:10]1[C:18]2[C:13](=[CH:14][CH:15]=[CH:16][CH:17]=2)[N:12](C(OC(C)(C)C)=O)[CH:11]=1)=[O:9].[CH3:26][O:27][C:28]1[N:33]=[C:32]([N:34]=[CH:35][C:36]2[CH:37]=[N:38][C:39]([O:42][CH3:43])=[CH:40][CH:41]=2)[CH:31]=[N:30][CH:29]=1, predict the reaction product. The product is: [NH:12]1[C:13]2[C:18](=[CH:17][CH:16]=[CH:15][CH:14]=2)[C:10]([C:8](=[O:9])[CH:35]([NH:34][C:32]2[CH:31]=[N:30][CH:29]=[C:28]([O:27][CH3:26])[N:33]=2)[C:36]2[CH:37]=[N:38][C:39]([O:42][CH3:43])=[CH:40][CH:41]=2)=[CH:11]1. (9) Given the reactants C(OC(=O)[NH:7][C@H:8]1[CH2:11][C@@H:10]([N:12]2[C:16]3=[N:17][CH:18]=[CH:19][N:20]=[C:15]3[C:14]([CH3:22])([CH3:21])[C:13]2=[O:23])[CH2:9]1)(C)(C)C.Cl.O1CCOCC1, predict the reaction product. The product is: [NH2:7][C@@H:8]1[CH2:11][C@H:10]([N:12]2[C:16]3=[N:17][CH:18]=[CH:19][N:20]=[C:15]3[C:14]([CH3:21])([CH3:22])[C:13]2=[O:23])[CH2:9]1. (10) Given the reactants [CH3:1][CH:2]([OH:6])[CH2:3][C:4]#[CH:5].[O:7]1[CH:12]=[CH:11][CH2:10][CH2:9][CH2:8]1.N1C=CC=CC=1.C1(C)C=CC(S(O)(=O)=O)=CC=1, predict the reaction product. The product is: [CH3:1][CH:2]([O:6][CH:8]1[CH2:9][CH2:10][CH2:11][CH2:12][O:7]1)[CH2:3][C:4]#[CH:5].